This data is from Reaction yield outcomes from USPTO patents with 853,638 reactions. The task is: Predict the reaction yield, written as a fraction of the theoretical maximum amount of product (1.0 means a 100% yield; for example, 0.34 means a 34% yield). The reactants are [Br:1][C:2]1[CH:10]=[CH:9][CH:8]=[C:7]2[C:3]=1[CH:4]=[N:5][NH:6]2.Br[CH2:12][C:13]1[CH:18]=[CH:17][C:16]([F:19])=[C:15]([Cl:20])[CH:14]=1. No catalyst specified. The product is [Br:1][C:2]1[C:3]2[C:7]([CH:8]=[CH:9][CH:10]=1)=[N:6][N:5]([CH2:12][C:13]1[CH:18]=[CH:17][C:16]([F:19])=[C:15]([Cl:20])[CH:14]=1)[CH:4]=2. The yield is 0.780.